From a dataset of Catalyst prediction with 721,799 reactions and 888 catalyst types from USPTO. Predict which catalyst facilitates the given reaction. (1) Reactant: C([C:3]1[C:11]2[C:6](=[CH:7][C:8](C3N(C4C=CC(S(C)(=O)=O)=CC=4)N=CC=3)=[CH:9][CH:10]=2)[NH:5][N:4]=1)C.[H-].[Na+].I[CH:30]1[CH2:35][CH2:34][O:33][CH2:32][CH2:31]1. Product: [NH:5]1[C:6]2[C:11](=[CH:10][CH:9]=[CH:8][CH:7]=2)[CH:3]=[N:4]1.[O:33]1[CH2:34][CH2:35][CH2:30][CH2:31][CH2:32]1. The catalyst class is: 9. (2) Reactant: [NH2:1][C:2]1[C:3]([C:10](/[N:12]=[C:13]2/[NH:14][C:15]3([CH2:22][CH2:21][N:20]([C:23]([C:25]4[CH:26]=[C:27]([S:31]([NH:34][CH2:35][C:36]5([C:40]([OH:42])=[O:41])[CH2:39][CH2:38][CH2:37]5)(=[O:33])=[O:32])[CH:28]=[CH:29][CH:30]=4)=[O:24])[CH2:19][CH2:18]3)[CH2:16][NH:17]/2)=[O:11])=[N:4][C:5]([Cl:9])=[C:6]([NH2:8])[N:7]=1.Cl[CH2:44][C:45]([N:47]([CH2:51][CH2:52][CH3:53])[CH2:48][CH2:49][CH3:50])=[O:46].C(=O)(O)[O-].[Na+].[Na+].[I-]. Product: [CH2:48]([N:47]([CH2:51][CH2:52][CH3:53])[C:45]([CH2:44][O:41][C:40]([C:36]1([CH2:35][NH:34][S:31]([C:27]2[CH:28]=[CH:29][CH:30]=[C:25]([C:23]([N:20]3[CH2:21][CH2:22][C:15]4([NH:14]/[C:13](=[N:12]/[C:10]([C:3]5[C:2]([NH2:1])=[N:7][C:6]([NH2:8])=[C:5]([Cl:9])[N:4]=5)=[O:11])/[NH:17][CH2:16]4)[CH2:18][CH2:19]3)=[O:24])[CH:26]=2)(=[O:32])=[O:33])[CH2:37][CH2:38][CH2:39]1)=[O:42])=[O:46])[CH2:49][CH3:50]. The catalyst class is: 3. (3) Reactant: [CH:1]([P:3](=[O:6])([OH:5])[OH:4])=[CH2:2].[C:7]([NH2:11])(=[O:10])[CH:8]=[CH2:9].CC(N=NC(C#N)(C)C)(C#N)C. Product: [C:7]([NH2:11])(=[O:10])[CH:8]=[CH2:9].[CH:1]([P:3](=[O:4])([OH:6])[OH:5])=[CH2:2]. The catalyst class is: 8. (4) Reactant: [C:1]([O:5][C:6]([N:8]1[CH2:13][CH2:12][CH:11]([C:14]2[CH:15]=[C:16]3[C:25](=[CH:26][C:27]=2[C:28]([CH3:30])=[CH2:29])[O:24][CH2:23][C:22]2[N:17]3[CH:18]([CH3:32])[C:19](=[O:31])[NH:20][N:21]=2)[CH2:10][CH2:9]1)=[O:7])([CH3:4])([CH3:3])[CH3:2]. Product: [C:1]([O:5][C:6]([N:8]1[CH2:13][CH2:12][CH:11]([C:14]2[CH:15]=[C:16]3[C:25](=[CH:26][C:27]=2[CH:28]([CH3:29])[CH3:30])[O:24][CH2:23][C:22]2[N:17]3[CH:18]([CH3:32])[C:19](=[O:31])[NH:20][N:21]=2)[CH2:10][CH2:9]1)=[O:7])([CH3:4])([CH3:3])[CH3:2]. The catalyst class is: 19. (5) Reactant: [Cl:1][C:2]1[C:11]([OH:12])=[CH:10][C:5]([C:6]([O:8][CH3:9])=[O:7])=[CH:4][N:3]=1.[H-].[Na+].[CH2:15](Br)[C:16]1[CH:21]=[CH:20][CH:19]=[CH:18][CH:17]=1.O. Product: [CH2:15]([O:12][C:11]1[C:2]([Cl:1])=[N:3][CH:4]=[C:5]([CH:10]=1)[C:6]([O:8][CH3:9])=[O:7])[C:16]1[CH:21]=[CH:20][CH:19]=[CH:18][CH:17]=1. The catalyst class is: 3.